From a dataset of Catalyst prediction with 721,799 reactions and 888 catalyst types from USPTO. Predict which catalyst facilitates the given reaction. (1) Reactant: [H-].[Al+3].[Li+].[H-].[H-].[H-].[Cl:7][C:8]1[CH:9]=[CH:10][C:11]2[C:12]([CH3:24])=[C:13]3[C:21](=O)[NH:20][CH2:19][C@@H:18]([CH3:23])[N:14]3[C:15]=2[C:16]=1[CH3:17].[C:25]([OH:30])(=[O:29])[C:26]([OH:28])=[O:27]. Product: [C:25]([OH:30])(=[O:29])[C:26]([OH:28])=[O:27].[Cl:7][C:8]1[CH:9]=[CH:10][C:11]2[C:12]([CH3:24])=[C:13]3[CH2:21][NH:20][CH2:19][C@@H:18]([CH3:23])[N:14]3[C:15]=2[C:16]=1[CH3:17]. The catalyst class is: 8. (2) Reactant: [Cl:1][C:2]1[CH:10]=[CH:9][CH:8]=[C:7]([CH3:11])[C:3]=1[C:4](O)=[O:5].S(Cl)([Cl:14])=O. Product: [Cl:1][C:2]1[CH:10]=[CH:9][CH:8]=[C:7]([CH3:11])[C:3]=1[C:4]([Cl:14])=[O:5]. The catalyst class is: 85. (3) Reactant: C[O:2][C:3](=[O:22])[CH2:4][NH:5][C:6]([C:8]1[C:13]([OH:14])=[CH:12][C:11]([C:15]2[CH:20]=[CH:19][CH:18]=[C:17]([Cl:21])[CH:16]=2)=[CH:10][N:9]=1)=[O:7].[OH-].[Na+].Cl. Product: [Cl:21][C:17]1[CH:16]=[C:15]([C:11]2[CH:12]=[C:13]([OH:14])[C:8]([C:6]([NH:5][CH2:4][C:3]([OH:22])=[O:2])=[O:7])=[N:9][CH:10]=2)[CH:20]=[CH:19][CH:18]=1. The catalyst class is: 1. (4) Reactant: [Cl:1][C:2]1[N:3]=[C:4](Cl)[C:5]2[CH:10]=[CH:9][NH:8][C:6]=2[N:7]=1.[NH:12]1[CH2:16][CH2:15][CH2:14][CH2:13]1.C(N(CC)CC)C.O. Product: [Cl:1][C:2]1[N:3]=[C:4]([N:12]2[CH2:16][CH2:15][CH2:14][CH2:13]2)[C:5]2[CH:10]=[CH:9][NH:8][C:6]=2[N:7]=1. The catalyst class is: 225.